From a dataset of Full USPTO retrosynthesis dataset with 1.9M reactions from patents (1976-2016). Predict the reactants needed to synthesize the given product. (1) Given the product [CH3:13][O:12][C:8]1[CH:7]=[C:6]2[C:11](=[CH:10][CH:9]=1)[C:2]([O:31][C:28]1[CH:29]=[CH:30][C:25]([O:24][CH2:23][CH2:22][N:16]3[CH2:21][CH2:20][CH2:19][CH2:18][CH2:17]3)=[CH:26][CH:27]=1)=[C:3]([CH:14]=[O:15])[CH2:4][CH2:5]2, predict the reactants needed to synthesize it. The reactants are: Cl[C:2]1[C:11]2[C:6](=[CH:7][C:8]([O:12][CH3:13])=[CH:9][CH:10]=2)[CH2:5][CH2:4][C:3]=1[CH:14]=[O:15].[N:16]1([CH2:22][CH2:23][O:24][C:25]2[CH:30]=[CH:29][C:28]([OH:31])=[CH:27][CH:26]=2)[CH2:21][CH2:20][CH2:19][CH2:18][CH2:17]1.C(=O)([O-])[O-].[K+].[K+]. (2) Given the product [NH:1]([C:8]1[N:12]=[C:11]([S:13][CH2:20][C:21]2[CH:26]=[CH:25][CH:24]=[CH:23][CH:22]=2)[NH:10][N:9]=1)[C:2]1[CH:3]=[CH:4][CH:5]=[CH:6][CH:7]=1, predict the reactants needed to synthesize it. The reactants are: [NH:1]([C:8]1[N:12]=[C:11]([SH:13])[NH:10][N:9]=1)[C:2]1[CH:7]=[CH:6][CH:5]=[CH:4][CH:3]=1.C([O-])([O-])=O.[K+].[K+].[CH2:20](Br)[C:21]1[CH:26]=[CH:25][CH:24]=[CH:23][CH:22]=1. (3) Given the product [CH:39]([O:42][C:43]([N:5]1[CH2:6][CH2:7][N:2]([C:8]2[CH:9]=[CH:10][C:11]([NH:14][C:15]([C:17]3[N:18]=[C:19]([C:26]4[CH:31]=[CH:30][CH:29]=[CH:28][CH:27]=4)[O:20][C:21]=3[C:22]([F:24])([F:25])[F:23])=[O:16])=[CH:12][N:13]=2)[CH2:3][CH2:4]1)=[O:44])([CH3:41])[CH3:40], predict the reactants needed to synthesize it. The reactants are: Cl.[N:2]1([C:8]2[N:13]=[CH:12][C:11]([NH:14][C:15]([C:17]3[N:18]=[C:19]([C:26]4[CH:31]=[CH:30][CH:29]=[CH:28][CH:27]=4)[O:20][C:21]=3[C:22]([F:25])([F:24])[F:23])=[O:16])=[CH:10][CH:9]=2)[CH2:7][CH2:6][NH:5][CH2:4][CH2:3]1.C(N(CC)CC)C.[CH:39]([O:42][C:43](Cl)=[O:44])([CH3:41])[CH3:40]. (4) Given the product [CH3:1][O:2][CH2:3][CH2:4][N:5]([CH3:17])[C:6]1[CH:11]=[CH:10][C:9]([N+:12]([O-:14])=[O:13])=[CH:8][CH:7]=1, predict the reactants needed to synthesize it. The reactants are: [CH3:1][O:2][CH2:3][CH2:4][NH:5][C:6]1[CH:11]=[CH:10][C:9]([N+:12]([O-:14])=[O:13])=[CH:8][CH:7]=1.[H-].[Na+].[CH3:17]I.